From a dataset of Full USPTO retrosynthesis dataset with 1.9M reactions from patents (1976-2016). Predict the reactants needed to synthesize the given product. (1) Given the product [CH3:1][O:2][C:3]1[CH:11]=[CH:10][C:9]([N+:12]([O-:14])=[O:13])=[CH:8][C:4]=1[C:5]([N:26]1[CH2:27][CH2:28][CH:23]([C:20]2[CH:21]=[CH:22][C:17]([C:15]#[N:16])=[CH:18][CH:19]=2)[CH2:24][CH2:25]1)=[O:7], predict the reactants needed to synthesize it. The reactants are: [CH3:1][O:2][C:3]1[CH:11]=[CH:10][C:9]([N+:12]([O-:14])=[O:13])=[CH:8][C:4]=1[C:5]([OH:7])=O.[C:15]([C:17]1[CH:22]=[CH:21][C:20]([CH:23]2[CH2:28][CH2:27][NH:26][CH2:25][CH2:24]2)=[CH:19][CH:18]=1)#[N:16]. (2) Given the product [F:15][C:8]1[CH:7]=[CH:6][C:5]([CH:3]2[CH2:2][O:4]2)=[CH:10][C:9]=1[S:11]([NH2:14])(=[O:13])=[O:12], predict the reactants needed to synthesize it. The reactants are: Br[CH2:2][C:3]([C:5]1[CH:6]=[CH:7][C:8]([F:15])=[C:9]([S:11]([NH2:14])(=[O:13])=[O:12])[CH:10]=1)=[O:4].[BH4-].[Na+].[OH-].[Na+].Cl. (3) The reactants are: Br[C:2]1[N:7]=[C:6]([NH2:8])[C:5]([Cl:9])=[N:4][CH:3]=1.CC1(C)C(C)(C)OB([C:18]2[CH:19]=[CH:20][C:21]([N:24]3[CH2:29][CH2:28][N:27]([C:30]([O:32][C:33]([CH3:36])([CH3:35])[CH3:34])=[O:31])[CH2:26][CH2:25]3)=[N:22][CH:23]=2)O1.C([O-])([O-])=O.[Cs+].[Cs+].C(Cl)Cl. Given the product [NH2:8][C:6]1[N:7]=[C:2]([C:18]2[CH:19]=[CH:20][C:21]([N:24]3[CH2:29][CH2:28][N:27]([C:30]([O:32][C:33]([CH3:36])([CH3:35])[CH3:34])=[O:31])[CH2:26][CH2:25]3)=[N:22][CH:23]=2)[CH:3]=[N:4][C:5]=1[Cl:9], predict the reactants needed to synthesize it. (4) Given the product [Cl:25][C:20]1[CH:21]=[CH:22][CH:23]=[CH:24][C:19]=1[CH2:18][O:17][C:14]1[CH:15]=[CH:16][C:11]([C:8]2[CH:7]=[C:6]([C:4]([OH:5])=[O:3])[O:10][N:9]=2)=[N:12][CH:13]=1, predict the reactants needed to synthesize it. The reactants are: C([O:3][C:4]([C:6]1[O:10][N:9]=[C:8]([C:11]2[CH:16]=[CH:15][C:14]([O:17][CH2:18][C:19]3[CH:24]=[CH:23][CH:22]=[CH:21][C:20]=3[Cl:25])=[CH:13][N:12]=2)[CH:7]=1)=[O:5])C.Cl. (5) Given the product [CH3:14][C:12]1([CH3:15])[CH2:11][C:9]2=[C:10]3[C:2]4[N:1]=[CH:25][NH:23][C:21](=[O:22])[C:3]=4[S:4][C:5]3=[N:6][C:7]([N:16]3[CH2:20][CH2:19][CH2:18][CH2:17]3)=[C:8]2[CH2:13]1, predict the reactants needed to synthesize it. The reactants are: [NH2:1][C:2]1[C:10]2[C:5](=[N:6][C:7]([N:16]3[CH2:20][CH2:19][CH2:18][CH2:17]3)=[C:8]3[CH2:13][C:12]([CH3:15])([CH3:14])[CH2:11][C:9]3=2)[S:4][C:3]=1[C:21]([NH2:23])=[O:22].O.[C:25]1(C)C=CC(S(O)(=O)=O)=CC=1. (6) Given the product [CH3:1][O:2][C:3](=[O:26])[C@@H:4]([NH2:15])[CH2:5][CH2:6][O:7][Si:8]([C:11]([CH3:12])([CH3:13])[CH3:14])([CH3:9])[CH3:10], predict the reactants needed to synthesize it. The reactants are: [CH3:1][O:2][C:3](=[O:26])[C@@H:4]([NH:15]C(OCC1C=CC=CC=1)=O)[CH2:5][CH2:6][O:7][Si:8]([C:11]([CH3:14])([CH3:13])[CH3:12])([CH3:10])[CH3:9].[H][H]. (7) Given the product [CH3:1][N:2]1[CH:6]=[C:5]([C:7]2[CH:12]=[CH:11][CH:10]=[CH:9][CH:8]=2)[N:4]=[C:3]1[CH:13]=[O:14], predict the reactants needed to synthesize it. The reactants are: [CH3:1][N:2]1[CH:6]=[C:5]([C:7]2[CH:12]=[CH:11][CH:10]=[CH:9][CH:8]=2)[N:4]=[C:3]1[CH2:13][OH:14].CC(OI1(OC(C)=O)(OC(C)=O)OC(=O)C2C=CC=CC1=2)=O.C([O-])(O)=O.[Na+]. (8) Given the product [N+:12]([C:3]1[CH:4]=[C:5]([S:8]([N:15]2[CH2:21][CH2:20][CH2:19][CH2:18][C:17]3[CH:22]=[CH:23][CH:24]=[CH:25][C:16]2=3)(=[O:10])=[O:9])[CH:6]=[CH:7][C:2]=1[Cl:1])([O-:14])=[O:13], predict the reactants needed to synthesize it. The reactants are: [Cl:1][C:2]1[CH:7]=[CH:6][C:5]([S:8](Cl)(=[O:10])=[O:9])=[CH:4][C:3]=1[N+:12]([O-:14])=[O:13].[NH:15]1[CH2:21][CH2:20][CH2:19][CH2:18][C:17]2[CH:22]=[CH:23][CH:24]=[CH:25][C:16]1=2.C(N(C(C)C)CC)(C)C.O. (9) Given the product [CH3:2][S:3][CH2:4][CH2:5][N:6]1[C:10]2[CH:11]=[CH:12][C:13]([O:15][C:16]([F:19])([F:17])[F:18])=[CH:14][C:9]=2[S:8][C:7]1=[N:20][CH2:23][C:22]#[CH:21], predict the reactants needed to synthesize it. The reactants are: Cl.[CH3:2][S:3][CH2:4][CH2:5][N:6]1[C:10]2[CH:11]=[CH:12][C:13]([O:15][C:16]([F:19])([F:18])[F:17])=[CH:14][C:9]=2[S:8][C:7]1=[NH:20].[CH2:21](N)[C:22]#[CH:23].CC1C=CC(S(O)(=O)=O)=CC=1.